From a dataset of Peptide-MHC class II binding affinity with 134,281 pairs from IEDB. Regression. Given a peptide amino acid sequence and an MHC pseudo amino acid sequence, predict their binding affinity value. This is MHC class II binding data. (1) The peptide sequence is PKQMLVGGVVLLGAMK. The MHC is HLA-DQA10201-DQB10402 with pseudo-sequence HLA-DQA10201-DQB10402. The binding affinity (normalized) is 0. (2) The peptide sequence is SQDLELSWNLNGLLAY. The MHC is DRB1_1302 with pseudo-sequence DRB1_1302. The binding affinity (normalized) is 0.780. (3) The peptide sequence is KIQNVIIDECY. The MHC is DRB1_0701 with pseudo-sequence DRB1_0701. The binding affinity (normalized) is 0.0652. (4) The peptide sequence is LVKFVAGDGDVVAVD. The MHC is DRB1_0401 with pseudo-sequence DRB1_0401. The binding affinity (normalized) is 0.391.